Dataset: Skin sensitization/reaction prediction data. Task: Regression/Classification. Given a drug SMILES string, predict its toxicity properties. Task type varies by dataset: regression for continuous values (e.g., LD50, hERG inhibition percentage) or binary classification for toxic/non-toxic outcomes (e.g., AMES mutagenicity, cardiotoxicity, hepatotoxicity). Dataset: skin_reaction. (1) The molecule is OCCCCCCCCCCCCBr. The result is 1 (causes skin reaction). (2) The drug is O=C1C=CC(=O)C=C1. The result is 1 (causes skin reaction). (3) The molecule is O=CCc1ccccc1. The result is 1 (causes skin reaction). (4) The drug is CN(C)CCCN. The result is 1 (causes skin reaction). (5) The compound is Nc1ccc(S(=O)(=O)O)cc1. The result is 0 (no skin reaction). (6) The result is 1 (causes skin reaction). The drug is O=Cc1cc(O)ccc1Br.